Predict the reactants needed to synthesize the given product. From a dataset of Retrosynthesis with 50K atom-mapped reactions and 10 reaction types from USPTO. (1) Given the product CCOc1ccc(C(=O)Nc2ccccc2NC(=O)c2cccc(C#N)c2)cc1, predict the reactants needed to synthesize it. The reactants are: CCOc1ccc(C(=O)Cl)cc1.N#Cc1cccc(C(=O)Nc2ccccc2N)c1. (2) Given the product CN1CCC(C(=O)NCCn2ccc3ncnc(Nc4ccc(Oc5ccc6ccsc6c5)c(Cl)c4)c32)CC1, predict the reactants needed to synthesize it. The reactants are: C=O.O=C(NCCn1ccc2ncnc(Nc3ccc(Oc4ccc5ccsc5c4)c(Cl)c3)c21)C1CCNCC1.